From a dataset of Reaction yield outcomes from USPTO patents with 853,638 reactions. Predict the reaction yield, written as a fraction of the theoretical maximum amount of product (1.0 means a 100% yield; for example, 0.34 means a 34% yield). The reactants are [H-].[Na+].[NH2:3][C:4]1[N:9]=[C:8]([CH3:10])[CH:7]=[CH:6][N:5]=1.C([O:13][C:14]([C:16]1[N:17]([CH:35]([CH3:37])[CH3:36])[CH:18]=[C:19]([C:28]2[CH:33]=[CH:32][C:31]([F:34])=[CH:30][CH:29]=2)[C:20]=1[C:21]1[CH:26]=[CH:25][C:24]([F:27])=[CH:23][CH:22]=1)=O)C.Cl. The catalyst is O1CCCC1.O. The product is [CH3:10][C:8]1[CH:7]=[CH:6][N:5]=[C:4]([NH:3][C:14]([C:16]2[N:17]([CH:35]([CH3:37])[CH3:36])[CH:18]=[C:19]([C:28]3[CH:33]=[CH:32][C:31]([F:34])=[CH:30][CH:29]=3)[C:20]=2[C:21]2[CH:22]=[CH:23][C:24]([F:27])=[CH:25][CH:26]=2)=[O:13])[N:9]=1. The yield is 0.690.